This data is from Reaction yield outcomes from USPTO patents with 853,638 reactions. The task is: Predict the reaction yield, written as a fraction of the theoretical maximum amount of product (1.0 means a 100% yield; for example, 0.34 means a 34% yield). The reactants are [CH2:1]([N:5]1[C:9]2[N:10]=[C:11](Cl)[NH:12][C:13](=[O:14])[C:8]=2[CH:7]=[CH:6]1)[CH2:2][CH:3]=[CH2:4].C(=O)([O-])[O-].[Na+].[Na+].[F:22][C:23]([F:34])([F:33])[C:24]1[CH:29]=[CH:28][C:27](B(O)O)=[CH:26][CH:25]=1. The catalyst is C1C=CC([P]([Pd]([P](C2C=CC=CC=2)(C2C=CC=CC=2)C2C=CC=CC=2)([P](C2C=CC=CC=2)(C2C=CC=CC=2)C2C=CC=CC=2)[P](C2C=CC=CC=2)(C2C=CC=CC=2)C2C=CC=CC=2)(C2C=CC=CC=2)C2C=CC=CC=2)=CC=1.C(O)C. The product is [CH2:1]([N:5]1[C:9]2[N:10]=[C:11]([C:27]3[CH:28]=[CH:29][C:24]([C:23]([F:34])([F:33])[F:22])=[CH:25][CH:26]=3)[NH:12][C:13](=[O:14])[C:8]=2[CH:7]=[CH:6]1)[CH2:2][CH:3]=[CH2:4]. The yield is 0.691.